Dataset: Full USPTO retrosynthesis dataset with 1.9M reactions from patents (1976-2016). Task: Predict the reactants needed to synthesize the given product. (1) Given the product [OH:13][CH2:12][C:8]1[N:7]=[C:6]([C:4]([OH:5])=[O:3])[CH:11]=[CH:10][CH:9]=1, predict the reactants needed to synthesize it. The reactants are: C([O:3][C:4]([C:6]1[CH:11]=[CH:10][CH:9]=[C:8]([CH2:12][OH:13])[N:7]=1)=[O:5])C.[OH-].[Na+].Cl. (2) The reactants are: [OH:1][C@@H:2]([CH2:20][CH2:21][CH2:22][CH2:23][CH3:24])[CH2:3][CH2:4][C@@H:5]1[C@H:9]2[CH2:10][C:11]3[CH:12]=[CH:13][CH:14]=[C:15]([OH:18])[C:16]=3[CH2:17][C@H:8]2[CH2:7][C@H:6]1[OH:19].C([O-])([O-])=O.[K+].[K+].Cl[CH2:32][C:33]#[N:34]. Given the product [OH:19][C@H:6]1[C@H:5]([CH2:4][CH2:3][C@@H:2]([OH:1])[CH2:20][CH2:21][CH2:22][CH2:23][CH3:24])[C@H:9]2[CH2:10][C:11]3[C:16]([CH2:17][C@H:8]2[CH2:7]1)=[C:15]([O:18][CH2:32][C:33]#[N:34])[CH:14]=[CH:13][CH:12]=3, predict the reactants needed to synthesize it. (3) Given the product [CH3:13][CH:14]([CH3:33])[CH:15]([C:27]1[CH:28]=[CH:29][CH:30]=[CH:31][CH:32]=1)[C:16]([NH:18][C@@H:19]1[C@@H:26]2[C@@H:22]([CH2:23][N:24]([CH2:53][CH2:52][CH2:40][C:34]3[CH:39]=[CH:38][CH:37]=[CH:36][CH:35]=3)[CH2:25]2)[CH2:21][CH2:20]1)=[O:17], predict the reactants needed to synthesize it. The reactants are: FC(F)(F)C1C=C(C=CC=1)C=O.[CH3:13][CH:14]([CH3:33])[CH:15]([C:27]1[CH:32]=[CH:31][CH:30]=[CH:29][CH:28]=1)[C:16]([NH:18][C@@H:19]1[C@@H:26]2[C@@H:22]([CH2:23][NH:24][CH2:25]2)[CH2:21][CH2:20]1)=[O:17].[CH:34]1([CH:40]([CH:52]2CCCC[CH2:53]2)C(N[C@@H]2[C@H]3[C@H](CNC3)CC2)=O)[CH2:39][CH2:38][CH2:37][CH2:36][CH2:35]1. (4) Given the product [F:28][C:10]([F:9])([F:27])[C:11]1[CH:12]=[CH:13][C:14]([C:17]2[C:18](=[O:26])[NH:19][C:20]3([CH2:25][CH2:24][CH2:23][CH2:22]3)[N:21]=2)=[CH:15][CH:16]=1, predict the reactants needed to synthesize it. The reactants are: BrN1C(=O)CCC1=O.[F:9][C:10]([F:28])([F:27])[C:11]1[CH:16]=[CH:15][C:14]([CH:17]2[NH:21][C:20]3([CH2:25][CH2:24][CH2:23][CH2:22]3)[NH:19][C:18]2=[O:26])=[CH:13][CH:12]=1.C(=O)(O)[O-].[Na+]. (5) Given the product [Cl:44][C:23]([CH2:22][CH2:21][CH2:20][C@H:19]([C@@H:18]1[C@:27]2([CH3:35])[C:15]([C:14]3[CH2:13][CH2:12][C@@H:11]4[C@:31]([C:30]=3[CH2:29][CH2:28]2)([CH3:34])[CH2:32][CH2:33][C@H:9]([OH:8])[C:10]4([CH3:37])[CH3:36])=[CH:16][CH2:17]1)[CH3:26])([CH3:25])[CH3:24], predict the reactants needed to synthesize it. The reactants are: [Si]([O:8][C@H:9]1[CH2:33][CH2:32][C@@:31]2([CH3:34])[C:11](=[CH:12][CH:13]=[C:14]3[C@@H:30]2[CH2:29][CH2:28][C@@:27]2([CH3:35])[C@H:15]3[CH2:16][CH2:17][C@@H:18]2[C@H:19]([CH3:26])[CH2:20][CH2:21][CH2:22][C:23]([CH3:25])=[CH2:24])[C:10]1([CH3:37])[CH3:36])(C(C)(C)C)(C)C.C1C=CC=CC=1.[ClH:44]. (6) Given the product [C:4]1([C:5]#[C:11][C:12]2[CH:13]=[CH:8][CH:9]=[CH:2][CH:3]=2)[CH:7]=[CH:8][CH:9]=[CH:2][CH:3]=1, predict the reactants needed to synthesize it. The reactants are: F[C:2]1[CH:3]=[C:4]([CH:7]=[C:8](F)[CH:9]=1)[CH2:5]Br.[CH2:11]([Mg]Cl)[CH:12]=[CH2:13]. (7) Given the product [C:28]1([C:37]2[CH:42]=[CH:41][CH:40]=[CH:39][CH:38]=2)[CH:33]=[CH:32][CH:31]=[C:30]([C:34]([N:8]2[C:9]3[C:5](=[CH:4][CH:3]=[C:2]([Cl:1])[CH:10]=3)[C:6]([C:11]([N:13]3[CH2:18][CH2:17][C:16]4([C:22]5[CH:23]=[CH:24][CH:25]=[CH:26][C:21]=5[C:20](=[O:27])[O:19]4)[CH2:15][CH2:14]3)=[O:12])=[CH:7]2)=[O:35])[CH:29]=1, predict the reactants needed to synthesize it. The reactants are: [Cl:1][C:2]1[CH:10]=[C:9]2[C:5]([C:6]([C:11]([N:13]3[CH2:18][CH2:17][C:16]4([C:22]5[CH:23]=[CH:24][CH:25]=[CH:26][C:21]=5[C:20](=[O:27])[O:19]4)[CH2:15][CH2:14]3)=[O:12])=[CH:7][NH:8]2)=[CH:4][CH:3]=1.[C:28]1([C:37]2[CH:42]=[CH:41][CH:40]=[CH:39][CH:38]=2)[CH:33]=[CH:32][CH:31]=[C:30]([C:34](Cl)=[O:35])[CH:29]=1. (8) Given the product [CH:21]1([N:20]2[C:4]3[C:5]4[CH:11]=[CH:10][N:9]([CH2:12][O:13][CH2:14][CH2:15][Si:16]([CH3:19])([CH3:17])[CH3:18])[C:6]=4[N:7]=[CH:8][C:3]=3[CH2:2][NH:1][C:27]2=[O:28])[CH2:26][CH2:25][CH2:24][CH2:23][CH2:22]1, predict the reactants needed to synthesize it. The reactants are: [NH2:1][CH2:2][C:3]1[CH:8]=[N:7][C:6]2[N:9]([CH2:12][O:13][CH2:14][CH2:15][Si:16]([CH3:19])([CH3:18])[CH3:17])[CH:10]=[CH:11][C:5]=2[C:4]=1[NH:20][CH:21]1[CH2:26][CH2:25][CH2:24][CH2:23][CH2:22]1.[C:27](N1C=CN=C1)(N1C=CN=C1)=[O:28]. (9) Given the product [CH3:1][O:2][CH2:3][C:4]([C:7]1[CH:8]=[C:9]([CH:10]=[CH:11][CH:12]=1)[CH:13]=[O:14])([CH3:6])[CH3:5], predict the reactants needed to synthesize it. The reactants are: [CH3:1][O:2][CH2:3][C:4]([C:7]1[CH:8]=[C:9]([CH:13]2OCC[O:14]2)[CH:10]=[CH:11][CH:12]=1)([CH3:6])[CH3:5].Cl. (10) Given the product [Br:1][C:2]1[CH:3]=[CH:4][C:5]([Cl:26])=[C:6]([CH:25]=1)[CH2:7][C:9]1[CH:10]=[CH:11][C:12]2[O:17][CH2:16][CH2:15][N:14]([C:18](=[O:23])[C:19]([F:21])([F:22])[F:20])[C:13]=2[CH:24]=1, predict the reactants needed to synthesize it. The reactants are: [Br:1][C:2]1[CH:3]=[CH:4][C:5]([Cl:26])=[C:6]([CH:25]=1)[C:7]([C:9]1[CH:10]=[CH:11][C:12]2[O:17][CH2:16][CH2:15][N:14]([C:18](=[O:23])[C:19]([F:22])([F:21])[F:20])[C:13]=2[CH:24]=1)=O.[SiH](CC)(CC)CC.B(F)(F)F.CCOCC.